Dataset: Peptide-MHC class I binding affinity with 185,985 pairs from IEDB/IMGT. Task: Regression. Given a peptide amino acid sequence and an MHC pseudo amino acid sequence, predict their binding affinity value. This is MHC class I binding data. (1) The MHC is HLA-B27:05 with pseudo-sequence HLA-B27:05. The binding affinity (normalized) is 0.213. The peptide sequence is TVFYNIPPM. (2) The peptide sequence is IPLSILLTL. The MHC is HLA-B51:01 with pseudo-sequence HLA-B51:01. The binding affinity (normalized) is 0.366. (3) The peptide sequence is ILKINSVKY. The MHC is HLA-A03:01 with pseudo-sequence HLA-A03:01. The binding affinity (normalized) is 0.379. (4) The peptide sequence is FQPQWGQFI. The MHC is H-2-Kb with pseudo-sequence H-2-Kb. The binding affinity (normalized) is 0.0258. (5) The peptide sequence is THLEVCFMY. The MHC is HLA-B39:01 with pseudo-sequence HLA-B39:01. The binding affinity (normalized) is 0.0847. (6) The peptide sequence is TYQWIIRNW. The MHC is HLA-B44:02 with pseudo-sequence HLA-B44:02. The binding affinity (normalized) is 0.0847. (7) The binding affinity (normalized) is 0.422. The MHC is Mamu-A02 with pseudo-sequence Mamu-A02. The peptide sequence is ALISSEATTPV. (8) The peptide sequence is MPWLDNIVE. The MHC is HLA-B46:01 with pseudo-sequence HLA-B46:01. The binding affinity (normalized) is 0.0847.